This data is from Catalyst prediction with 721,799 reactions and 888 catalyst types from USPTO. The task is: Predict which catalyst facilitates the given reaction. (1) Reactant: [H-].[H-].[H-].[H-].[Li+].[Al+3].[CH:7]([C:10]1([CH2:15][C:16](OC)=[O:17])[O:14][CH2:13][CH2:12][O:11]1)([CH3:9])[CH3:8]. Product: [CH:7]([C:10]1([CH2:15][CH2:16][OH:17])[O:14][CH2:13][CH2:12][O:11]1)([CH3:9])[CH3:8]. The catalyst class is: 1. (2) Reactant: [CH2:1]([N:8]1[CH2:12][C@H:11]([C:13]2[CH:18]=[CH:17][C:16]([F:19])=[C:15]([Cl:20])[CH:14]=2)[C@@H:10]([C@@H:21]([OH:23])[CH3:22])[CH2:9]1)[C:2]1[CH:7]=[CH:6][CH:5]=[CH:4][CH:3]=1.[H-].[Na+].Cl[C:27]1[CH:34]=[CH:33][C:30]([C:31]#[N:32])=[CH:29][N:28]=1. Product: [CH2:1]([N:8]1[CH2:12][C@H:11]([C:13]2[CH:18]=[CH:17][C:16]([F:19])=[C:15]([Cl:20])[CH:14]=2)[C@@H:10]([C@@H:21]([O:23][C:27]2[CH:34]=[CH:33][C:30]([C:31]#[N:32])=[CH:29][N:28]=2)[CH3:22])[CH2:9]1)[C:2]1[CH:3]=[CH:4][CH:5]=[CH:6][CH:7]=1. The catalyst class is: 3. (3) Reactant: [F:1][C:2]1[C:7]([C:8]([OH:10])=O)=[CH:6][CH:5]=[C:4]([F:11])[N:3]=1.F[C:13]1[C:18]([C:19](O)=O)=[CH:17]C=CN=1.C([NH:26][C:27]1[CH:32]=[CH:31][CH:30]=[CH:29][CH:28]=1)(C)(C)C.C1C=CC2N(O)N=NC=2C=1.CCN=C=NCCCN(C)C.CCN(C(C)C)C(C)C. Product: [F:1][C:2]1[C:7]([C:8]([NH:26][C:27]2[CH:28]=[CH:29][C:30]([C:18]([CH3:19])([CH3:13])[CH3:17])=[CH:31][CH:32]=2)=[O:10])=[CH:6][CH:5]=[C:4]([F:11])[N:3]=1. The catalyst class is: 2. (4) Reactant: C(OC([N:11]1[CH2:16][CH2:15][CH:14]([C:17](=[O:36])[NH:18][C:19]2[CH:24]=[C:23]([C:25]3[CH:30]=[CH:29][CH:28]=[CH:27][C:26]=3[O:31][CH2:32][CH:33]3[CH2:35][CH2:34]3)[N:22]=[CH:21][N:20]=2)[CH2:13][CH2:12]1)=O)C1C=CC=CC=1. Product: [CH:33]1([CH2:32][O:31][C:26]2[CH:27]=[CH:28][CH:29]=[CH:30][C:25]=2[C:23]2[N:22]=[CH:21][N:20]=[C:19]([NH:18][C:17]([CH:14]3[CH2:13][CH2:12][NH:11][CH2:16][CH2:15]3)=[O:36])[CH:24]=2)[CH2:34][CH2:35]1. The catalyst class is: 19. (5) Reactant: [CH3:1][N:2]1[CH2:7][CH2:6][N:5]([C:8]2[N:9]=[C:10]([CH2:17][C:18]([NH2:20])=[O:19])[C:11]3[CH:16]=[CH:15][S:14][C:12]=3[N:13]=2)[CH2:4][CH2:3]1.C[O:22][C:23](=O)[C:24]([C:26]1[C:27]2[CH:40]=[CH:39][S:38][C:28]=2[N:29](C(OC(C)(C)C)=O)[CH:30]=1)=O.O(C(C)(C)C)[K].O. Product: [CH3:1][N:2]1[CH2:7][CH2:6][N:5]([C:8]2[N:9]=[C:10]([C:17]3[C:18](=[O:19])[NH:20][C:23](=[O:22])[C:24]=3[C:26]3[C:27]4[CH:40]=[CH:39][S:38][C:28]=4[NH:29][CH:30]=3)[C:11]3[CH:16]=[CH:15][S:14][C:12]=3[N:13]=2)[CH2:4][CH2:3]1. The catalyst class is: 1. (6) Reactant: C(OC([N:8]1[CH2:13][CH2:12][N:11]([C:14]2[NH:15][C:16]([C:21]3[CH:26]=[CH:25][N:24]=[C:23](/[CH:27]=[CH:28]/[C:29]4[CH:34]=[CH:33][C:32]([F:35])=[CH:31][CH:30]=4)[CH:22]=3)=[CH:17][C:18]=2[C:19]#[N:20])[CH2:10][CH2:9]1)=O)(C)(C)C.[F:36][C:37]([F:42])([F:41])[C:38]([OH:40])=[O:39]. Product: [F:36][C:37]([F:42])([F:41])[C:38]([OH:40])=[O:39].[F:35][C:32]1[CH:33]=[CH:34][C:29](/[CH:28]=[CH:27]/[C:23]2[CH:22]=[C:21]([C:16]3[NH:15][C:14]([N:11]4[CH2:12][CH2:13][NH:8][CH2:9][CH2:10]4)=[C:18]([C:19]#[N:20])[CH:17]=3)[CH:26]=[CH:25][N:24]=2)=[CH:30][CH:31]=1. The catalyst class is: 2. (7) Reactant: C(=O)([O-])[O-].[Cs+].[Cs+].[OH:7][C:8]1[CH:9]=[C:10]([CH:13]=[C:14]([OH:16])[CH:15]=1)[C:11]#[N:12].[CH2:17](Br)[C:18]1[CH:23]=[CH:22][CH:21]=[CH:20][CH:19]=1. Product: [CH2:17]([O:7][C:8]1[CH:9]=[C:10]([CH:13]=[C:14]([OH:16])[CH:15]=1)[C:11]#[N:12])[C:18]1[CH:23]=[CH:22][CH:21]=[CH:20][CH:19]=1. The catalyst class is: 9. (8) Reactant: [CH3:1][O:2][C:3]1[CH:4]=[C:5]([S:11][CH2:12][C:13]([OH:15])=O)[CH:6]=[CH:7][C:8]=1[O:9][CH3:10].[CH2:16]([NH:18][CH:19]1[CH2:24][CH2:23][CH2:22][CH2:21][CH2:20]1)[CH3:17].O.ON1C2C=CC=CC=2N=N1.Cl.CN(C)CCCN=C=NCC.Cl. Product: [CH:19]1([N:18]([CH2:16][CH3:17])[C:13](=[O:15])[CH2:12][S:11][C:5]2[CH:6]=[CH:7][C:8]([O:9][CH3:10])=[C:3]([O:2][CH3:1])[CH:4]=2)[CH2:24][CH2:23][CH2:22][CH2:21][CH2:20]1. The catalyst class is: 9. (9) Reactant: [CH2:1]([C:3]1[CH:12]=[C:11]([CH3:13])[C:10]([I:14])=[CH:9][C:4]=1[C:5]([O:7]C)=[O:6])[CH3:2].[OH-].[Na+]. Product: [CH2:1]([C:3]1[CH:12]=[C:11]([CH3:13])[C:10]([I:14])=[CH:9][C:4]=1[C:5]([OH:7])=[O:6])[CH3:2]. The catalyst class is: 24.